From a dataset of Reaction yield outcomes from USPTO patents with 853,638 reactions. Predict the reaction yield, written as a fraction of the theoretical maximum amount of product (1.0 means a 100% yield; for example, 0.34 means a 34% yield). (1) The reactants are [OH:1][C:2]1[CH:7]=[C:6]([CH3:8])[C:5]([C:9]2[CH:14]=[CH:13][CH:12]=[C:11]([CH:15]=[O:16])[CH:10]=2)=[C:4]([CH3:17])[CH:3]=1.[Cl:18]N1C(=O)CCC1=O.O. The catalyst is CN(C)C=O. The product is [Cl:18][C:3]1[C:4]([CH3:17])=[C:5]([C:9]2[CH:14]=[CH:13][CH:12]=[C:11]([CH:15]=[O:16])[CH:10]=2)[C:6]([CH3:8])=[CH:7][C:2]=1[OH:1]. The yield is 0.650. (2) The reactants are [CH3:1][C:2]([CH3:9])([CH:6]([OH:8])[CH3:7])[CH:3]([OH:5])[CH3:4].N1C=C[CH:13]=[CH:12][CH:11]=1.[C:16](Cl)(=[O:23])[C:17]1[CH:22]=[CH:21][CH:20]=[CH:19][CH:18]=1.[O:25]1[CH2:29][CH2:28][CH2:27][CH2:26]1. No catalyst specified. The product is [C:16]([O:5][CH:3]([C:2]([CH3:9])([CH3:1])[CH:6]([O:8][C:29](=[O:25])[C:28]1[CH:13]=[CH:12][CH:11]=[CH:26][CH:27]=1)[CH3:7])[CH3:4])(=[O:23])[C:17]1[CH:22]=[CH:21][CH:20]=[CH:19][CH:18]=1. The yield is 0.950. (3) The catalyst is O1CCOCC1.O.CC([O-])=O.CC([O-])=O.[Pd+2]. The yield is 0.320. The product is [F:23][C@@H:24]1[CH2:28][CH2:27][N:26]([C:29]2[CH:34]=[C:33]([C:2]3[CH:3]=[CH:4][C:5]4[N:11]5[CH2:12][C@H:8]([CH2:9][CH2:10]5)[N:7]([C:13]([NH:15][C:16]5[CH:21]=[N:20][CH:19]=[CH:18][N:17]=5)=[O:14])[C:6]=4[N:22]=3)[CH:32]=[CH:31][CH:30]=2)[CH2:25]1. The reactants are Cl[C:2]1[CH:3]=[CH:4][C:5]2[N:11]3[CH2:12][C@H:8]([CH2:9][CH2:10]3)[N:7]([C:13]([NH:15][C:16]3[CH:21]=[N:20][CH:19]=[CH:18][N:17]=3)=[O:14])[C:6]=2[N:22]=1.[F:23][C@@H:24]1[CH2:28][CH2:27][N:26]([C:29]2[CH:34]=[CH:33][CH:32]=[C:31](B3OC(C)(C)C(C)(C)O3)[CH:30]=2)[CH2:25]1.C1(P(C2CCCCC2)C2C=CC=CC=2C2C(C(C)C)=CC(C(C)C)=CC=2C(C)C)CCCCC1.C([O-])([O-])=O.[Cs+].[Cs+]. (4) The reactants are [C:1]([C:5]1[CH:10]=[C:9]([Br:11])[C:8]([N+:12]([O-:14])=[O:13])=[CH:7][C:6]=1[OH:15])([CH3:4])([CH3:3])[CH3:2].[C:16]([O-])([O-])=O.[Cs+].[Cs+].CI. The catalyst is CN(C=O)C.O. The product is [C:1]([C:5]1[CH:10]=[C:9]([Br:11])[C:8]([N+:12]([O-:14])=[O:13])=[CH:7][C:6]=1[O:15][CH3:16])([CH3:4])([CH3:2])[CH3:3]. The yield is 0.690.